Dataset: Reaction yield outcomes from USPTO patents with 853,638 reactions. Task: Predict the reaction yield, written as a fraction of the theoretical maximum amount of product (1.0 means a 100% yield; for example, 0.34 means a 34% yield). (1) The reactants are [C:1]([O:5][C:6]([N:8]1[CH2:15][CH2:14][C:11]2([CH2:13][CH2:12]2)[CH2:10][C@H:9]1[C:16](O)=[O:17])=[O:7])([CH3:4])([CH3:3])[CH3:2].B.C1COCC1. The catalyst is C1COCC1. The product is [C:1]([O:5][C:6]([N:8]1[CH2:15][CH2:14][C:11]2([CH2:13][CH2:12]2)[CH2:10][C@H:9]1[CH2:16][OH:17])=[O:7])([CH3:4])([CH3:3])[CH3:2]. The yield is 0.860. (2) The reactants are [Cl:1][C:2]1[N:11]=[CH:10][C:9]2[NH:8][C:7](=[O:12])[C@@H:6]([CH2:13][CH3:14])[N:5]([CH:15]([CH3:17])[CH3:16])[C:4]=2[N:3]=1.[C:18]1(C)C=CC(S(OC)(=O)=O)=CC=1.C(=O)([O-])[O-].[K+].[K+]. The catalyst is CC(C)=O. The product is [Cl:1][C:2]1[N:11]=[CH:10][C:9]2[N:8]([CH3:18])[C:7](=[O:12])[C@@H:6]([CH2:13][CH3:14])[N:5]([CH:15]([CH3:16])[CH3:17])[C:4]=2[N:3]=1. The yield is 0.847. (3) The reactants are [N:1]1([S:7]([C:10]2[CH:11]=[C:12]([CH:17]=[CH:18][CH:19]=2)[C:13]([NH:15][NH2:16])=[O:14])(=[O:9])=[O:8])[CH2:6][CH2:5][CH2:4][CH2:3][CH2:2]1.[Cl:20][C:21]1[CH:22]=[CH:23][C:24]([OH:30])=[C:25]([C:27](=O)[CH3:28])[CH:26]=1. The catalyst is CO.C(O)(=O)C. The product is [Cl:20][C:21]1[CH:22]=[CH:23][C:24]([OH:30])=[C:25](/[C:27](=[N:16]/[NH:15][C:13](=[O:14])[C:12]2[CH:17]=[CH:18][CH:19]=[C:10]([S:7]([N:1]3[CH2:2][CH2:3][CH2:4][CH2:5][CH2:6]3)(=[O:8])=[O:9])[CH:11]=2)/[CH3:28])[CH:26]=1. The yield is 0.539. (4) The reactants are [CH2:1]([N:3]1[CH:7]=[C:6]([C:8]2[CH:13]=[CH:12][N:11]=[C:10]3[NH:14][CH:15]=[CH:16][C:9]=23)[C:5]([C:17]2[CH:23]=[CH:22][C:20]([NH2:21])=[CH:19][CH:18]=2)=[N:4]1)[CH3:2].Cl[C:25]([O:27][CH3:28])=[O:26]. The catalyst is N1C=CC=CC=1. The product is [CH2:1]([N:3]1[CH:7]=[C:6]([C:8]2[CH:13]=[CH:12][N:11]=[C:10]3[NH:14][CH:15]=[CH:16][C:9]=23)[C:5]([C:17]2[CH:23]=[CH:22][C:20]([NH:21][C:25](=[O:26])[O:27][CH3:28])=[CH:19][CH:18]=2)=[N:4]1)[CH3:2]. The yield is 0.400. (5) The reactants are [CH:1]([C:3]1[CH:4]=[C:5]2[C:9](=[CH:10][CH:11]=1)[NH:8][CH:7]=[CH:6]2)=[CH2:2].[C:12](O[C:12]([O:14][C:15]([CH3:18])([CH3:17])[CH3:16])=[O:13])([O:14][C:15]([CH3:18])([CH3:17])[CH3:16])=[O:13]. The catalyst is C(#N)C.CN(C1C=CN=CC=1)C.C(Cl)Cl. The product is [C:15]([O:14][C:12]([N:8]1[C:9]2[C:5](=[CH:4][C:3]([CH:1]=[CH2:2])=[CH:11][CH:10]=2)[CH:6]=[CH:7]1)=[O:13])([CH3:18])([CH3:17])[CH3:16]. The yield is 0.590. (6) The reactants are [C:1]([C:3]1[C:11]2[C:6](=[CH:7][C:8]([O:12][CH2:13][CH3:14])=[CH:9][CH:10]=2)[N:5]([CH2:15][CH3:16])[C:4]=1[C:17]1[CH:22]=[CH:21][C:20]([NH:23][C:24](=[O:32])[NH:25][CH2:26][C:27](OCC)=[O:28])=[CH:19][CH:18]=1)#[N:2].Cl.CC(C)=[O:36]. No catalyst specified. The product is [CH2:13]([O:12][C:8]1[CH:7]=[C:6]2[C:11]([C:3]([C:1]([NH2:2])=[O:36])=[C:4]([C:17]3[CH:22]=[CH:21][C:20]([N:23]4[C:27](=[O:28])[CH2:26][NH:25][C:24]4=[O:32])=[CH:19][CH:18]=3)[N:5]2[CH2:15][CH3:16])=[CH:10][CH:9]=1)[CH3:14]. The yield is 0.870.